From a dataset of Peptide-MHC class I binding affinity with 185,985 pairs from IEDB/IMGT. Regression. Given a peptide amino acid sequence and an MHC pseudo amino acid sequence, predict their binding affinity value. This is MHC class I binding data. (1) The peptide sequence is QLHAAGVRV. The MHC is HLA-A03:01 with pseudo-sequence HLA-A03:01. The binding affinity (normalized) is 0.0847. (2) The peptide sequence is VLAPYMPDV. The MHC is HLA-A02:01 with pseudo-sequence HLA-A02:01. The binding affinity (normalized) is 1.00. (3) The peptide sequence is CPRIFSHSF. The MHC is HLA-B39:01 with pseudo-sequence HLA-B39:01. The binding affinity (normalized) is 0.0847. (4) The peptide sequence is ADTLLHSTYF. The MHC is Mamu-A02 with pseudo-sequence Mamu-A02. The binding affinity (normalized) is 0.672.